This data is from Catalyst prediction with 721,799 reactions and 888 catalyst types from USPTO. The task is: Predict which catalyst facilitates the given reaction. (1) Reactant: [Br:1][C:2]1[CH:7]=[CH:6][C:5]([C:8]2[CH:13]=[CH:12][CH:11]=[CH:10][C:9]=2[CH2:14][C:15]([OH:17])=O)=[CH:4][CH:3]=1.O.O[N:20]1[C:24]2C=CC=CC=2N=N1.Cl.CN.C(N(CC)C(C)C)(C)C.C(O)(=O)CC(CC(O)=O)(C(O)=O)O. Product: [Br:1][C:2]1[CH:7]=[CH:6][C:5]([C:8]2[CH:13]=[CH:12][CH:11]=[CH:10][C:9]=2[CH2:14][C:15]([NH:20][CH3:24])=[O:17])=[CH:4][CH:3]=1. The catalyst class is: 3. (2) Product: [CH2:1]([C:3]1[C:7]2[CH:8]=[CH:9][CH:10]=[CH:11][C:6]=2[O:5][C:4]=1[CH2:12][N:13]([CH3:14])[C:28](=[O:30])/[CH:27]=[CH:26]/[C:23]1[CH:24]=[N:25][C:18]2[NH:17][C:16](=[O:15])[CH2:21][O:20][C:19]=2[CH:22]=1)[CH3:2]. The catalyst class is: 18. Reactant: [CH2:1]([C:3]1[C:7]2[CH:8]=[CH:9][CH:10]=[CH:11][C:6]=2[O:5][C:4]=1[CH2:12][NH:13][CH3:14])[CH3:2].[O:15]=[C:16]1[CH2:21][O:20][C:19]2[CH:22]=[C:23](/[CH:26]=[CH:27]/[C:28]([OH:30])=O)[CH:24]=[N:25][C:18]=2[NH:17]1.ON1C2C=CC=CC=2N=N1.C(N(C(C)C)CC)(C)C.